Task: Predict the product of the given reaction.. Dataset: Forward reaction prediction with 1.9M reactions from USPTO patents (1976-2016) (1) Given the reactants [Cl:1][C:2]1[CH:6]=[C:5]([C:7]([O:9]CC)=[O:8])[N:4]([C:12]2[CH:13]=[N:14][CH:15]=[CH:16][CH:17]=2)[N:3]=1.Cl, predict the reaction product. The product is: [ClH:1].[Cl:1][C:2]1[CH:6]=[C:5]([C:7]([OH:9])=[O:8])[N:4]([C:12]2[CH:13]=[N:14][CH:15]=[CH:16][CH:17]=2)[N:3]=1. (2) Given the reactants [C:1]([O:5][CH2:6][C@@H:7]1[C:12](=[O:13])[NH:11][CH2:10][CH2:9][N:8]1[C:14](=[O:35])[CH2:15][C@H:16]([NH:27]C(=O)OC(C)(C)C)[CH2:17][C:18]1[CH:23]=[C:22]([F:24])[C:21]([F:25])=[CH:20][C:19]=1[F:26])([CH3:4])([CH3:3])[CH3:2].[ClH:36].C(OCC)C, predict the reaction product. The product is: [ClH:36].[NH2:27][C@H:16]([CH2:17][C:18]1[CH:23]=[C:22]([F:24])[C:21]([F:25])=[CH:20][C:19]=1[F:26])[CH2:15][C:14]([N:8]1[CH2:9][CH2:10][NH:11][C:12](=[O:13])[C@H:7]1[CH2:6][O:5][C:1]([CH3:2])([CH3:3])[CH3:4])=[O:35]. (3) Given the reactants FC1C=CC(F)=CC=1[C@H]1CCCN1[C:14]1[CH:19]=[CH:18][N:17]2N=[CH:14][C:19](N)=[C:18]2[N:17]=1.C1N=CN([C:29](N2C=NC=C2)=[O:30])C=1.C([N:49]1[CH2:52][C:51]([CH3:54])([OH:53])[CH2:50]1)(C1C=CC=CC=1)C1C=CC=CC=1.C(Cl)[Cl:56], predict the reaction product. The product is: [ClH:56].[CH3:54][C:51]1([OH:53])[CH2:52][NH:49][CH2:50]1.[CH3:29][O:30][CH:19]1[CH2:18][NH:17][CH2:14]1. (4) The product is: [CH3:1][N:2]([CH3:24])[CH:3]1[CH2:7][CH2:6][N:5]([C:8]2[N:13]3[N:14]=[C:15]([NH:17][C:38]([NH:37][CH2:35][CH3:36])=[O:39])[N:16]=[C:12]3[CH:11]=[C:10]([C:18]3[CH:19]=[N:20][CH:21]=[CH:22][CH:23]=3)[CH:9]=2)[CH2:4]1. Given the reactants [CH3:1][N:2]([CH3:24])[CH:3]1[CH2:7][CH2:6][N:5]([C:8]2[N:13]3[N:14]=[C:15]([NH2:17])[N:16]=[C:12]3[CH:11]=[C:10]([C:18]3[CH:19]=[N:20][CH:21]=[CH:22][CH:23]=3)[CH:9]=2)[CH2:4]1.C[Si]([N-][Si](C)(C)C)(C)C.[Na+].[CH2:35]([N:37]=[C:38]=[O:39])[CH3:36], predict the reaction product. (5) Given the reactants [Br:1][C:2]1[CH:3]=[C:4]2[C:8](=[CH:9][CH:10]=1)[C:7](=O)[N:6]([CH3:12])[C:5]2=O, predict the reaction product. The product is: [Br:1][C:2]1[CH:3]=[C:4]2[C:8](=[CH:9][CH:10]=1)[CH2:7][N:6]([CH3:12])[CH2:5]2. (6) Given the reactants [CH3:1][S:2]([NH:5][C:6]1[CH:11]=[CH:10][CH:9]=[CH:8][C:7]=1[CH:12]1[CH2:17][CH2:16][N:15](C(OC(C)(C)C)=O)[CH2:14][CH2:13]1)(=[O:4])=[O:3].Cl, predict the reaction product. The product is: [CH3:1][S:2]([NH:5][C:6]1[CH:11]=[CH:10][CH:9]=[CH:8][C:7]=1[CH:12]1[CH2:17][CH2:16][NH:15][CH2:14][CH2:13]1)(=[O:3])=[O:4]. (7) The product is: [Cl:1][C:2]1[N:7]=[C:6]([C:17]#[C:16][C:18]2[CH:19]=[C:20]([NH:24][C:25](=[O:30])[C:26]([F:27])([F:28])[F:29])[CH:21]=[CH:22][CH:23]=2)[CH:5]=[CH:4][N:3]=1. Given the reactants [Cl:1][C:2]1[N:7]=[C:6](Cl)[CH:5]=[CH:4][N:3]=1.C(N(CC)CC)C.[C:16]([C:18]1[CH:19]=[C:20]([NH:24][C:25](=[O:30])[C:26]([F:29])([F:28])[F:27])[CH:21]=[CH:22][CH:23]=1)#[CH:17], predict the reaction product.